From a dataset of NCI-60 drug combinations with 297,098 pairs across 59 cell lines. Regression. Given two drug SMILES strings and cell line genomic features, predict the synergy score measuring deviation from expected non-interaction effect. (1) Drug 1: CC1=C2C(C(=O)C3(C(CC4C(C3C(C(C2(C)C)(CC1OC(=O)C(C(C5=CC=CC=C5)NC(=O)OC(C)(C)C)O)O)OC(=O)C6=CC=CC=C6)(CO4)OC(=O)C)O)C)O. Drug 2: C1CNP(=O)(OC1)N(CCCl)CCCl. Cell line: HL-60(TB). Synergy scores: CSS=37.5, Synergy_ZIP=16.5, Synergy_Bliss=9.07, Synergy_Loewe=-70.0, Synergy_HSA=-19.9. (2) Drug 1: C1=CC=C(C(=C1)C(C2=CC=C(C=C2)Cl)C(Cl)Cl)Cl. Drug 2: CC1=C(C=C(C=C1)C(=O)NC2=CC(=CC(=C2)C(F)(F)F)N3C=C(N=C3)C)NC4=NC=CC(=N4)C5=CN=CC=C5. Cell line: KM12. Synergy scores: CSS=-2.22, Synergy_ZIP=2.40, Synergy_Bliss=3.64, Synergy_Loewe=-0.604, Synergy_HSA=-0.666. (3) Drug 1: C1C(C(OC1N2C=C(C(=O)NC2=O)F)CO)O. Drug 2: C1C(C(OC1N2C=NC3=C2NC=NCC3O)CO)O. Cell line: COLO 205. Synergy scores: CSS=35.9, Synergy_ZIP=0.365, Synergy_Bliss=0.706, Synergy_Loewe=-12.5, Synergy_HSA=1.48. (4) Drug 1: CN1CCC(CC1)COC2=C(C=C3C(=C2)N=CN=C3NC4=C(C=C(C=C4)Br)F)OC. Drug 2: CC1C(C(CC(O1)OC2CC(OC(C2O)C)OC3=CC4=CC5=C(C(=O)C(C(C5)C(C(=O)C(C(C)O)O)OC)OC6CC(C(C(O6)C)O)OC7CC(C(C(O7)C)O)OC8CC(C(C(O8)C)O)(C)O)C(=C4C(=C3C)O)O)O)O. Cell line: SW-620. Synergy scores: CSS=8.39, Synergy_ZIP=2.65, Synergy_Bliss=5.98, Synergy_Loewe=5.20, Synergy_HSA=4.71. (5) Drug 1: CC(CN1CC(=O)NC(=O)C1)N2CC(=O)NC(=O)C2. Drug 2: CCN(CC)CCCC(C)NC1=C2C=C(C=CC2=NC3=C1C=CC(=C3)Cl)OC. Cell line: HS 578T. Synergy scores: CSS=22.7, Synergy_ZIP=-2.39, Synergy_Bliss=6.00, Synergy_Loewe=6.22, Synergy_HSA=6.81. (6) Drug 1: C1=C(C(=O)NC(=O)N1)N(CCCl)CCCl. Drug 2: C(CN)CNCCSP(=O)(O)O. Cell line: CCRF-CEM. Synergy scores: CSS=53.1, Synergy_ZIP=-4.82, Synergy_Bliss=-2.86, Synergy_Loewe=-10.1, Synergy_HSA=0.627.